This data is from NCI-60 drug combinations with 297,098 pairs across 59 cell lines. The task is: Regression. Given two drug SMILES strings and cell line genomic features, predict the synergy score measuring deviation from expected non-interaction effect. (1) Drug 1: C1CCC(CC1)NC(=O)N(CCCl)N=O. Drug 2: CCC1(CC2CC(C3=C(CCN(C2)C1)C4=CC=CC=C4N3)(C5=C(C=C6C(=C5)C78CCN9C7C(C=CC9)(C(C(C8N6C=O)(C(=O)OC)O)OC(=O)C)CC)OC)C(=O)OC)O.OS(=O)(=O)O. Cell line: ACHN. Synergy scores: CSS=13.7, Synergy_ZIP=-0.920, Synergy_Bliss=1.58, Synergy_Loewe=1.43, Synergy_HSA=0.732. (2) Drug 1: C1=CN(C=N1)CC(O)(P(=O)(O)O)P(=O)(O)O. Drug 2: C(=O)(N)NO. Cell line: OVCAR-5. Synergy scores: CSS=-0.607, Synergy_ZIP=5.87, Synergy_Bliss=0.593, Synergy_Loewe=-1.95, Synergy_HSA=-0.965. (3) Drug 1: CC1=C(C=C(C=C1)NC(=O)C2=CC=C(C=C2)CN3CCN(CC3)C)NC4=NC=CC(=N4)C5=CN=CC=C5. Drug 2: CN1C2=C(C=C(C=C2)N(CCCl)CCCl)N=C1CCCC(=O)O.Cl. Cell line: SNB-19. Synergy scores: CSS=0.467, Synergy_ZIP=0.0313, Synergy_Bliss=1.01, Synergy_Loewe=-0.952, Synergy_HSA=-0.673. (4) Drug 1: C1=CC=C(C=C1)NC(=O)CCCCCCC(=O)NO. Drug 2: CS(=O)(=O)OCCCCOS(=O)(=O)C. Cell line: RPMI-8226. Synergy scores: CSS=35.7, Synergy_ZIP=-2.68, Synergy_Bliss=-3.45, Synergy_Loewe=-27.3, Synergy_HSA=-1.93. (5) Drug 1: CC(C1=C(C=CC(=C1Cl)F)Cl)OC2=C(N=CC(=C2)C3=CN(N=C3)C4CCNCC4)N. Drug 2: CN1C2=C(C=C(C=C2)N(CCCl)CCCl)N=C1CCCC(=O)O.Cl. Cell line: BT-549. Synergy scores: CSS=0.624, Synergy_ZIP=0.0670, Synergy_Bliss=3.24, Synergy_Loewe=-1.59, Synergy_HSA=-0.960. (6) Drug 1: CC(C1=C(C=CC(=C1Cl)F)Cl)OC2=C(N=CC(=C2)C3=CN(N=C3)C4CCNCC4)N. Drug 2: C1=NC2=C(N1)C(=S)N=CN2. Cell line: COLO 205. Synergy scores: CSS=8.51, Synergy_ZIP=-6.30, Synergy_Bliss=-7.92, Synergy_Loewe=-14.8, Synergy_HSA=-9.63. (7) Drug 1: C1=C(C(=O)NC(=O)N1)N(CCCl)CCCl. Drug 2: CC(C)NC(=O)C1=CC=C(C=C1)CNNC.Cl. Cell line: PC-3. Synergy scores: CSS=6.83, Synergy_ZIP=-5.01, Synergy_Bliss=-1.89, Synergy_Loewe=-11.0, Synergy_HSA=-4.78.